Dataset: Full USPTO retrosynthesis dataset with 1.9M reactions from patents (1976-2016). Task: Predict the reactants needed to synthesize the given product. (1) Given the product [Si:25]([O:32][CH2:33][C@H:34]1[CH2:43][C:42]2[C:37](=[CH:38][CH:39]=[CH:40][C:41]=2[CH2:44][CH2:45][C:46]([OH:48])([CH3:49])[CH3:47])[C@H:36]([CH3:50])[N:35]1[C:22](=[O:24])[CH2:21][C:15]1[C:16]([Cl:20])=[CH:17][CH:18]=[CH:19][C:14]=1[Cl:13])([C:28]([CH3:31])([CH3:30])[CH3:29])([CH3:27])[CH3:26], predict the reactants needed to synthesize it. The reactants are: C(N1C=CN=C1)(N1C=CN=C1)=O.[Cl:13][C:14]1[CH:19]=[CH:18][CH:17]=[C:16]([Cl:20])[C:15]=1[CH2:21][C:22]([OH:24])=O.[Si:25]([O:32][CH2:33][C@H:34]1[CH2:43][C:42]2[C:37](=[CH:38][CH:39]=[CH:40][C:41]=2[CH2:44][CH2:45][C:46]([CH3:49])([OH:48])[CH3:47])[C@H:36]([CH3:50])[NH:35]1)([C:28]([CH3:31])([CH3:30])[CH3:29])([CH3:27])[CH3:26]. (2) Given the product [C:27]([C:25]1[CH:24]=[CH:23][C:7]2[N:8]([CH2:11][C:12]3[C:21]4[C:16](=[CH:17][CH:18]=[CH:19][CH:20]=4)[CH:15]=[CH:14][C:13]=3[CH3:22])[C:9](=[O:10])[C@@H:3]([NH:2][C:46](=[O:47])[C@@H:45]([N:44]([CH2:50][CH3:51])[C:42](=[O:43])[O:41][C:37]([CH3:38])([CH3:40])[CH3:39])[CH3:49])[C@H:4]([CH3:36])[N:5]([C:29](=[O:35])[CH2:30][S:31]([CH3:34])(=[O:33])=[O:32])[C:6]=2[CH:26]=1)#[N:28], predict the reactants needed to synthesize it. The reactants are: Cl.[NH2:2][C@@H:3]1[C:9](=[O:10])[N:8]([CH2:11][C:12]2[C:21]3[C:16](=[CH:17][CH:18]=[CH:19][CH:20]=3)[CH:15]=[CH:14][C:13]=2[CH3:22])[C:7]2[CH:23]=[CH:24][C:25]([C:27]#[N:28])=[CH:26][C:6]=2[N:5]([C:29](=[O:35])[CH2:30][S:31]([CH3:34])(=[O:33])=[O:32])[C@H:4]1[CH3:36].[C:37]([O:41][C:42]([N:44]([CH2:50][CH3:51])[C@@H:45]([CH3:49])[C:46](O)=[O:47])=[O:43])([CH3:40])([CH3:39])[CH3:38].C(N(CC)C(C)C)(C)C.CN(C(ON1N=NC2C=CC=CC1=2)=[N+](C)C)C.F[P-](F)(F)(F)(F)F. (3) Given the product [CH2:2]([NH:6][C:16](=[O:32])[O:17][CH2:18][CH:19]1[C:31]2[CH:30]=[CH:29][CH:28]=[CH:27][C:26]=2[C:25]2[C:20]1=[CH:21][CH:22]=[CH:23][CH:24]=2)[CH2:3][C:4]#[CH:5], predict the reactants needed to synthesize it. The reactants are: Cl.[CH2:2]([NH2:6])[CH2:3][C:4]#[CH:5].C(N(C(C)C)C(C)C)C.[C:16](Cl)(=[O:32])[O:17][CH2:18][CH:19]1[C:31]2[CH:30]=[CH:29][CH:28]=[CH:27][C:26]=2[C:25]2[C:20]1=[CH:21][CH:22]=[CH:23][CH:24]=2.